The task is: Predict the product of the given reaction.. This data is from Forward reaction prediction with 1.9M reactions from USPTO patents (1976-2016). (1) Given the reactants C(N(CC)CC)C.OCC1C=CC(NC(=O)C)=CC=1C.C(Cl)(=O)C.[C:25]([O:28][C:29]1[CH:34]=[CH:33][C:32]([NH:35][C:36](=[O:38])[CH3:37])=[CH:31][C:30]=1[CH3:39])(=[O:27])[CH3:26].[Br:40]N1C(C)(C)C(=O)N(Br)C1=O, predict the reaction product. The product is: [C:25]([O:28][C:29]1[CH:34]=[C:33]([Br:40])[C:32]([NH:35][C:36](=[O:38])[CH3:37])=[CH:31][C:30]=1[CH3:39])(=[O:27])[CH3:26]. (2) Given the reactants [CH3:1][C:2]1[CH:7]=[CH:6][CH:5]=[CH:4][C:3]=1[C@H:8]1[C@@H:12]([C:13]2[CH:18]=[CH:17][CH:16]=[CH:15][C:14]=2[CH3:19])[NH:11][C:10](=[S:20])[NH:9]1.[CH3:21][I:22], predict the reaction product. The product is: [IH:22].[CH3:19][C:14]1[CH:15]=[CH:16][CH:17]=[CH:18][C:13]=1[C@H:12]1[C@@H:8]([C:3]2[CH:4]=[CH:5][CH:6]=[CH:7][C:2]=2[CH3:1])[NH:9][C:10]([S:20][CH3:21])=[N:11]1. (3) Given the reactants C(=O)([O-])[O-].[Cs+].[Cs+].CN1CCCC1=O.Cl[C:15]1[CH:22]=[CH:21][C:20]([N+:23]([O-:25])=[O:24])=[CH:19][C:16]=1[CH:17]=[O:18].[CH3:26][S:27]([C:30]1[N:35]=[CH:34][C:33]([OH:36])=[CH:32][CH:31]=1)(=[O:29])=[O:28], predict the reaction product. The product is: [CH3:26][S:27]([C:30]1[N:35]=[CH:34][C:33]([O:36][C:15]2[CH:22]=[CH:21][C:20]([N+:23]([O-:25])=[O:24])=[CH:19][C:16]=2[CH:17]=[O:18])=[CH:32][CH:31]=1)(=[O:29])=[O:28]. (4) Given the reactants Cl[C:2]1[N:7]=[C:6]([CH2:8][O:9][CH2:10][C:11]2([C:24]3[CH:29]=[CH:28][CH:27]=[CH:26][CH:25]=3)[CH2:16][CH2:15][N:14](C(OC(C)(C)C)=O)[CH2:13][CH2:12]2)[CH:5]=[C:4]([C:30]([F:33])([F:32])[F:31])[CH:3]=1.[CH3:34][O:35][C:36]1[CH:41]=[CH:40][C:39](B(O)O)=[CH:38][CH:37]=1, predict the reaction product. The product is: [CH3:34][O:35][C:36]1[CH:41]=[CH:40][C:39]([C:2]2[CH:3]=[C:4]([C:30]([F:33])([F:32])[F:31])[CH:5]=[C:6]([CH2:8][O:9][CH2:10][C:11]3([C:24]4[CH:29]=[CH:28][CH:27]=[CH:26][CH:25]=4)[CH2:16][CH2:15][NH:14][CH2:13][CH2:12]3)[N:7]=2)=[CH:38][CH:37]=1. (5) Given the reactants [F:1][C:2]1[C:3]([NH:21][CH:22]2[CH2:27][CH2:26][CH2:25][N:24](C(OC(C)(C)C)=O)[CH2:23]2)=[N:4][C:5]([NH:8][C:9]2[CH:10]=[N:11][C:12]([N:15]3[CH2:20][CH2:19][O:18][CH2:17][CH2:16]3)=[CH:13][CH:14]=2)=[N:6][CH:7]=1, predict the reaction product. The product is: [F:1][C:2]1[C:3]([NH:21][CH:22]2[CH2:27][CH2:26][CH2:25][NH:24][CH2:23]2)=[N:4][C:5]([NH:8][C:9]2[CH:10]=[N:11][C:12]([N:15]3[CH2:20][CH2:19][O:18][CH2:17][CH2:16]3)=[CH:13][CH:14]=2)=[N:6][CH:7]=1. (6) Given the reactants [CH2:1]([O:8][C:9]1[CH:10]=[C:11]([CH:13]=[CH:14][CH:15]=1)[NH2:12])[C:2]1[CH:7]=[CH:6][CH:5]=[CH:4][CH:3]=1.N1C=CC=CC=1.Cl[C:23]([O:25][C:26]1[CH:31]=[CH:30][CH:29]=[CH:28][CH:27]=1)=[O:24], predict the reaction product. The product is: [C:26]1([O:25][C:23](=[O:24])[NH:12][C:11]2[CH:13]=[CH:14][CH:15]=[C:9]([O:8][CH2:1][C:2]3[CH:3]=[CH:4][CH:5]=[CH:6][CH:7]=3)[CH:10]=2)[CH:31]=[CH:30][CH:29]=[CH:28][CH:27]=1. (7) The product is: [F:31][C:4]1[CH:3]=[C:2]([NH:1][C:46]([C:43]2[C:44](=[O:45])[N:39]([C:36]3[CH:37]=[CH:38][C:33]([F:32])=[CH:34][CH:35]=3)[N:40]=[CH:41][CH:42]=2)=[O:47])[CH:30]=[CH:29][C:5]=1[O:6][C:7]1[CH:12]=[CH:11][N:10]=[C:9]2[CH:13]=[C:14]([CH:16]3[CH2:21][CH2:20][N:19]([C:22]([O:24][C:25]([CH3:27])([CH3:28])[CH3:26])=[O:23])[CH2:18][CH2:17]3)[S:15][C:8]=12. Given the reactants [NH2:1][C:2]1[CH:30]=[CH:29][C:5]([O:6][C:7]2[CH:12]=[CH:11][N:10]=[C:9]3[CH:13]=[C:14]([CH:16]4[CH2:21][CH2:20][N:19]([C:22]([O:24][C:25]([CH3:28])([CH3:27])[CH3:26])=[O:23])[CH2:18][CH2:17]4)[S:15][C:8]=23)=[C:4]([F:31])[CH:3]=1.[F:32][C:33]1[CH:38]=[CH:37][C:36]([N:39]2[C:44](=[O:45])[C:43]([C:46](O)=[O:47])=[CH:42][CH:41]=[N:40]2)=[CH:35][CH:34]=1.Cl.C(N=C=NCCCN(C)C)C.N1(O)C2C=CC=CC=2N=N1.C(N(C(C)C)C(C)C)C, predict the reaction product. (8) Given the reactants [F:1][C:2]([F:20])([CH2:17][CH2:18][CH3:19])[CH2:3][C@H:4]([NH:8][C:9]([N:11]1[CH2:16][CH2:15][O:14][CH2:13][CH2:12]1)=[O:10])[C:5]([OH:7])=O.Cl.[NH2:22][C:23]1([C:26]#[N:27])[CH2:25][CH2:24]1.[B-](F)(F)(F)F.CCOC(C(C#N)=NOC(N(C)C)=[N+](C)C)=O.C(N(C(C)C)CC)(C)C, predict the reaction product. The product is: [C:26]([C:23]1([NH:22][C:5]([C@@H:4]([NH:8][C:9]([N:11]2[CH2:16][CH2:15][O:14][CH2:13][CH2:12]2)=[O:10])[CH2:3][C:2]([F:1])([F:20])[CH2:17][CH2:18][CH3:19])=[O:7])[CH2:25][CH2:24]1)#[N:27]. (9) The product is: [CH2:20]([O:21][CH2:22][CH:23]=[CH2:24])[CH:15]=[CH2:14].[C:25]([OH:30])(=[S:29])[CH:26]([CH3:28])[OH:27]. Given the reactants CC(N=NC(C#N)(C)C)(C#N)C.C[CH2:14][C:15]([CH2:20][O:21][CH2:22][CH:23]=[CH2:24])(CO)CO.[C:25]([OH:30])(=[S:29])[CH:26]([CH3:28])[OH:27], predict the reaction product. (10) The product is: [C:6]([C:7]1[CH:8]=[C:9]2[N:15]=[CH:14][N:13]([CH2:16][C:17]3[CH:33]=[CH:32][C:20]4[N:21]=[C:22]([NH:24][C@@H:25]5[CH2:30][CH2:29][CH2:28][CH2:27][C@H:26]5[OH:31])[S:23][C:19]=4[CH:18]=3)[C:10]2=[N:11][CH:12]=1)#[CH:5]. Given the reactants C[Si]([C:5]#[C:6][C:7]1[CH:8]=[C:9]2[N:15]=[CH:14][N:13]([CH2:16][C:17]3[CH:33]=[CH:32][C:20]4[N:21]=[C:22]([NH:24][C@@H:25]5[CH2:30][CH2:29][CH2:28][CH2:27][C@H:26]5[OH:31])[S:23][C:19]=4[CH:18]=3)[C:10]2=[N:11][CH:12]=1)(C)C.C([O-])([O-])=O.[K+].[K+], predict the reaction product.